Dataset: Reaction yield outcomes from USPTO patents with 853,638 reactions. Task: Predict the reaction yield, written as a fraction of the theoretical maximum amount of product (1.0 means a 100% yield; for example, 0.34 means a 34% yield). (1) The reactants are [CH3:1][O:2][C:3]1[CH:27]=[CH:26][C:6]([C:7]([N:9]([CH2:16][CH2:17][C:18]2[CH:23]=[CH:22][CH:21]=[C:20]([O:24][CH3:25])[CH:19]=2)[C:10]2[CH:15]=[CH:14][CH:13]=[CH:12][CH:11]=2)=O)=[CH:5][CH:4]=1.[BH4-].[Na+]. The catalyst is O=P(Cl)(Cl)Cl.C(Cl)Cl. The product is [CH3:25][O:24][C:20]1[CH:19]=[C:18]2[C:23](=[CH:22][CH:21]=1)[CH:7]([C:6]1[CH:26]=[CH:27][C:3]([O:2][CH3:1])=[CH:4][CH:5]=1)[N:9]([C:10]1[CH:15]=[CH:14][CH:13]=[CH:12][CH:11]=1)[CH2:16][CH2:17]2. The yield is 0.580. (2) The reactants are [NH2:1][C:2]1[CH:3]=[C:4]([CH3:20])[C:5]([C:12]2[CH:17]=[CH:16][C:15]([F:18])=[CH:14][C:13]=2[OH:19])=[C:6]([CH:11]=1)[C:7](OC)=[O:8]. The catalyst is N1C=CC=CC=1. The product is [NH2:1][C:2]1[CH:3]=[C:4]([CH3:20])[C:5]2[C:12]3[C:13](=[CH:14][C:15]([F:18])=[CH:16][CH:17]=3)[O:19][C:7](=[O:8])[C:6]=2[CH:11]=1. The yield is 0.940. (3) The reactants are [Cl-].O[NH3+:3].[C:4](=[O:7])([O-])[OH:5].[Na+].CS(C)=O.[CH2:13]([C:17]1[N:18]=[C:19]([CH3:47])[N:20]([CH:39]([C:41]2[CH:46]=[CH:45][CH:44]=[CH:43][CH:42]=2)[CH3:40])[C:21](=[O:38])[C:22]=1[CH2:23][C:24]1[CH:29]=[CH:28][C:27]([C:30]2[C:31]([C:36]#[N:37])=[CH:32][CH:33]=[CH:34][CH:35]=2)=[CH:26][CH:25]=1)[CH2:14][CH2:15][CH3:16]. The catalyst is C(OCC)(=O)C. The product is [CH2:13]([C:17]1[N:18]=[C:19]([CH3:47])[N:20]([CH:39]([C:41]2[CH:42]=[CH:43][CH:44]=[CH:45][CH:46]=2)[CH3:40])[C:21](=[O:38])[C:22]=1[CH2:23][C:24]1[CH:29]=[CH:28][C:27]([C:30]2[CH:35]=[CH:34][CH:33]=[CH:32][C:31]=2[C:36]2[NH:3][C:4](=[O:7])[O:5][N:37]=2)=[CH:26][CH:25]=1)[CH2:14][CH2:15][CH3:16]. The yield is 0.260.